This data is from Catalyst prediction with 721,799 reactions and 888 catalyst types from USPTO. The task is: Predict which catalyst facilitates the given reaction. (1) Product: [NH2:7][C:8]1[C@:9]([CH3:38])([C:34]([F:37])([F:35])[F:36])[O:10][CH2:11][C@:12]([C:15]2[CH:20]=[C:19]([NH:21][C:22]([C:24]3[C:29]([Cl:30])=[CH:28][C:27]([C:31]#[N:32])=[CH:26][N:25]=3)=[O:23])[CH:18]=[CH:17][C:16]=2[F:33])([CH3:14])[N:13]=1. Reactant: C(OC(=O)[NH:7][C:8]1[C@:9]([CH3:38])([C:34]([F:37])([F:36])[F:35])[O:10][CH2:11][C@:12]([C:15]2[CH:20]=[C:19]([NH:21][C:22]([C:24]3[C:29]([Cl:30])=[CH:28][C:27]([C:31]#[N:32])=[CH:26][N:25]=3)=[O:23])[CH:18]=[CH:17][C:16]=2[F:33])([CH3:14])[N:13]=1)(C)(C)C.C(O)(C(F)(F)F)=O.C([O-])([O-])=O.[K+].[K+]. The catalyst class is: 2. (2) Reactant: Br[C:2]1[CH:7]=[CH:6][CH:5]=[C:4]([Br:8])[N:3]=1.[Br-].[CH2:10]([Zn+])[C:11]1[CH:16]=[CH:15][CH:14]=[CH:13][CH:12]=1. Product: [CH2:10]([C:2]1[CH:7]=[CH:6][CH:5]=[C:4]([Br:8])[N:3]=1)[C:11]1[CH:16]=[CH:15][CH:14]=[CH:13][CH:12]=1. The catalyst class is: 176.